From a dataset of Catalyst prediction with 721,799 reactions and 888 catalyst types from USPTO. Predict which catalyst facilitates the given reaction. (1) Reactant: [CH:1]1[CH:2]=[CH:3][C:4]([C@@H:7]2[N:16]([C:17]([O:19][C@@H:20]3[CH:25]4[CH2:26][CH2:27][N:22]([CH2:23][CH2:24]4)[CH2:21]3)=[O:18])[CH2:15][CH2:14][C:13]3[CH:12]=[CH:11][CH:10]=[CH:9][C:8]2=3)=[CH:5][CH:6]=1.C(O)C.[C:31]([OH:38])(=[O:37])[CH2:32][CH2:33][C:34]([OH:36])=[O:35]. Product: [CH:1]1[CH:6]=[CH:5][C:4]([C@@H:7]2[N:16]([C:17]([O:19][C@@H:20]3[CH:25]4[CH2:24][CH2:23][N:22]([CH2:27][CH2:26]4)[CH2:21]3)=[O:18])[CH2:15][CH2:14][C:13]3[CH:12]=[CH:11][CH:10]=[CH:9][C:8]2=3)=[CH:3][CH:2]=1.[CH2:32]([C:31]([OH:38])=[O:37])[CH2:33][C:34]([OH:36])=[O:35]. The catalyst class is: 13. (2) Reactant: C(OC(=O)N[C@H]1CCNC1=O)(C)(C)C.[C:15]([O:19][C:20](=[O:31])[NH:21][C@H:22]1[CH2:26][CH2:25][N:24]([CH2:27][CH2:28][NH2:29])[C:23]1=[O:30])([CH3:18])([CH3:17])[CH3:16].[H-].[Na+].BrCC#N. Product: [C:15]([O:19][C:20](=[O:31])[NH:21][C@H:22]1[CH2:26][CH2:25][N:24]([CH2:27][C:28]#[N:29])[C:23]1=[O:30])([CH3:18])([CH3:16])[CH3:17]. The catalyst class is: 807. (3) Reactant: [CH3:1][O:2][C:3]([C:5]1[C:10]([O:11][CH2:12][C:13]2[CH:18]=[CH:17][CH:16]=[CH:15][CH:14]=2)=[C:9]([S:19][CH3:20])[CH:8]=[C:7](Br)[N:6]=1)=[O:4].C([Sn](CCCC)(CCCC)[C:27]1[O:28][CH:29]=[CH:30][CH:31]=1)CCC. Product: [CH3:1][O:2][C:3]([C:5]1[C:10]([O:11][CH2:12][C:13]2[CH:18]=[CH:17][CH:16]=[CH:15][CH:14]=2)=[C:9]([S:19][CH3:20])[CH:8]=[C:7]([C:27]2[O:28][CH:29]=[CH:30][CH:31]=2)[N:6]=1)=[O:4]. The catalyst class is: 176. (4) Reactant: [Cl:1][C:2]1[CH:7]=[CH:6][C:5]([C@@H:8]([OH:14])[CH2:9][NH:10][CH2:11][CH2:12][OH:13])=[CH:4][CH:3]=1.C(N(CC)CC)C.[CH2:22](Br)[CH:23]=[CH2:24]. Product: [Cl:1][C:2]1[CH:3]=[CH:4][C:5]([C@@H:8]([OH:14])[CH2:9][N:10]([CH2:11][CH2:12][OH:13])[CH2:24][CH:23]=[CH2:22])=[CH:6][CH:7]=1. The catalyst class is: 44. (5) Reactant: C(N(CC)CC)C.ClC(Cl)(Cl)C(Cl)=O.[CH3:15][N:16]([CH3:33])[CH:17]1[C:26]2[CH2:25][O:24][C:23]([CH:27]=[N:28]O)=[CH:22][C:21]3=[CH:30][NH:31][CH:32]=[C:19]([C:20]=23)[CH2:18]1.C(=O)([O-])O.[Na+]. Product: [CH3:15][N:16]([CH3:33])[CH:17]1[C:26]2[CH2:25][O:24][C:23]([C:27]#[N:28])=[CH:22][C:21]3=[CH:30][NH:31][CH:32]=[C:19]([C:20]=23)[CH2:18]1. The catalyst class is: 4.